Dataset: Forward reaction prediction with 1.9M reactions from USPTO patents (1976-2016). Task: Predict the product of the given reaction. Given the reactants Cl.[NH2:2][CH2:3][CH2:4][NH:5][C:6]([C:8]1[CH:25]=[CH:24][C:11]([O:12][C@@H:13]2[CH2:18][CH2:17][C@H:16]([C:19]([O:21][CH2:22][CH3:23])=[O:20])[CH2:15][CH2:14]2)=[CH:10][CH:9]=1)=[O:7].C(N(CC)CC)C.[C:33]([N:40]1[CH:44]=[CH:43]N=[CH:41]1)(N1C=CN=C1)=[O:34].[C:45]1([CH:51]2CCNC[CH2:52]2)[CH:50]=[CH:49][CH:48]=[CH:47][CH:46]=1, predict the reaction product. The product is: [C:45]1([CH:51]2[CH2:52][CH2:41][N:40]([C:33]([NH:2][CH2:3][CH2:4][NH:5][C:6]([C:8]3[CH:25]=[CH:24][C:11]([O:12][C@@H:13]4[CH2:14][CH2:15][C@H:16]([C:19]([O:21][CH2:22][CH3:23])=[O:20])[CH2:17][CH2:18]4)=[CH:10][CH:9]=3)=[O:7])=[O:34])[CH2:44][CH2:43]2)[CH:50]=[CH:49][CH:48]=[CH:47][CH:46]=1.